Dataset: NCI-60 drug combinations with 297,098 pairs across 59 cell lines. Task: Regression. Given two drug SMILES strings and cell line genomic features, predict the synergy score measuring deviation from expected non-interaction effect. (1) Drug 1: C1=CC(=CC=C1C#N)C(C2=CC=C(C=C2)C#N)N3C=NC=N3. Drug 2: C#CCC(CC1=CN=C2C(=N1)C(=NC(=N2)N)N)C3=CC=C(C=C3)C(=O)NC(CCC(=O)O)C(=O)O. Cell line: MDA-MB-435. Synergy scores: CSS=47.8, Synergy_ZIP=1.59, Synergy_Bliss=-2.76, Synergy_Loewe=-19.1, Synergy_HSA=1.01. (2) Drug 1: C1CN(CCN1C(=O)CCBr)C(=O)CCBr. Drug 2: C(CCl)NC(=O)N(CCCl)N=O. Cell line: COLO 205. Synergy scores: CSS=38.3, Synergy_ZIP=-8.96, Synergy_Bliss=-6.02, Synergy_Loewe=-4.82, Synergy_HSA=-0.648. (3) Drug 1: C1=C(C(=O)NC(=O)N1)N(CCCl)CCCl. Drug 2: C1C(C(OC1N2C=C(C(=O)NC2=O)F)CO)O. Cell line: MDA-MB-231. Synergy scores: CSS=37.9, Synergy_ZIP=-5.04, Synergy_Bliss=-4.84, Synergy_Loewe=-12.1, Synergy_HSA=0.586. (4) Drug 1: C1=CC(=CC=C1CCCC(=O)O)N(CCCl)CCCl. Drug 2: CCCCCOC(=O)NC1=NC(=O)N(C=C1F)C2C(C(C(O2)C)O)O. Cell line: BT-549. Synergy scores: CSS=15.9, Synergy_ZIP=-7.83, Synergy_Bliss=0.148, Synergy_Loewe=-14.4, Synergy_HSA=-1.29.